Predict the reaction yield, written as a fraction of the theoretical maximum amount of product (1.0 means a 100% yield; for example, 0.34 means a 34% yield). From a dataset of Reaction yield outcomes from USPTO patents with 853,638 reactions. (1) The reactants are [NH2:1][C:2]1[CH:7]=[CH:6][CH:5]=[CH:4][C:3]=1[NH:8][C:9]([C:11]1[CH:16]=[CH:15][C:14]([CH2:17][N:18]([CH2:36][CH2:37][CH2:38][CH2:39][CH2:40][N:41]2[CH2:46][CH2:45][O:44][CH2:43][CH2:42]2)[C:19]([NH:21][C:22]2[CH:27]=[CH:26][C:25]([O:28]CC3C=CC=CC=3)=[CH:24][CH:23]=2)=[O:20])=[CH:13][N:12]=1)=[O:10].C(OCC)(=O)C. The catalyst is [Pd].CO. The product is [NH2:1][C:2]1[CH:7]=[CH:6][CH:5]=[CH:4][C:3]=1[NH:8][C:9]([C:11]1[CH:16]=[CH:15][C:14]([CH2:17][N:18]([CH2:36][CH2:37][CH2:38][CH2:39][CH2:40][N:41]2[CH2:46][CH2:45][O:44][CH2:43][CH2:42]2)[C:19]([NH:21][C:22]2[CH:27]=[CH:26][C:25]([OH:28])=[CH:24][CH:23]=2)=[O:20])=[CH:13][N:12]=1)=[O:10]. The yield is 0.840. (2) The reactants are [Cl:1][C:2]1[C:7]([O:8][CH3:9])=[C:6]([O:10][CH3:11])[CH:5]=[CH:4][C:3]=1[C:12]([N:14]([CH2:20][C:21]1[N:25]([CH3:26])[C:24]([CH3:27])=[CH:23][N:22]=1)[CH2:15][CH2:16][CH:17]([CH3:19])[CH3:18])=[O:13].[CH3:28][O:29][C:30]1[CH:37]=[CH:36][CH:35]=[CH:34][C:31]=1CCl.[CH3:38]N(C)C=O.[OH-].[K+]. The catalyst is O. The product is [Cl:1][C:2]1[C:7]([O:8][CH3:9])=[C:6]([O:10][CH3:11])[CH:5]=[CH:4][C:3]=1[C:12]([N:14]([CH2:20][C:21]1[N:25]([CH2:26][C:31]2[CH:34]=[CH:35][CH:36]=[CH:37][C:30]=2[O:29][CH3:28])[C:24]([CH3:27])=[C:23]([CH3:38])[N:22]=1)[CH2:15][CH2:16][CH:17]([CH3:19])[CH3:18])=[O:13]. The yield is 0.670. (3) The reactants are [N:1]1([CH2:7][CH2:8][NH:9][C:10]2[CH:15]=[CH:14][C:13]([N+:16]([O-])=O)=[CH:12][CH:11]=2)[CH2:6][CH2:5][O:4][CH2:3][CH2:2]1.O.NN. The catalyst is [Ni].CCO. The product is [N:1]1([CH2:7][CH2:8][NH:9][C:10]2[CH:15]=[CH:14][C:13]([NH2:16])=[CH:12][CH:11]=2)[CH2:6][CH2:5][O:4][CH2:3][CH2:2]1. The yield is 0.790.